Dataset: Forward reaction prediction with 1.9M reactions from USPTO patents (1976-2016). Task: Predict the product of the given reaction. (1) Given the reactants [CH2:1]([CH:5]1[C:13]2[C:8](=[CH:9][CH:10]=[CH:11][CH:12]=2)[NH:7][C:6]1=[O:14])[CH:2]([CH3:4])[CH3:3].Br[CH2:16][CH2:17][CH2:18][CH2:19][Cl:20], predict the reaction product. The product is: [Cl:20][CH2:19][CH2:18][CH2:17][CH2:16][C:5]1([CH2:1][CH:2]([CH3:4])[CH3:3])[C:13]2[C:8](=[CH:9][CH:10]=[CH:11][CH:12]=2)[NH:7][C:6]1=[O:14]. (2) Given the reactants [NH2:1][CH2:2][C@@H:3]([C:5]1[CH:10]=[CH:9][CH:8]=[C:7]([Cl:11])[CH:6]=1)[OH:4].[C:12](O[C:12]([O:14][C:15]([CH3:18])([CH3:17])[CH3:16])=[O:13])([O:14][C:15]([CH3:18])([CH3:17])[CH3:16])=[O:13], predict the reaction product. The product is: [Cl:11][C:7]1[CH:6]=[C:5]([C@@H:3]([OH:4])[CH2:2][NH:1][C:12](=[O:13])[O:14][C:15]([CH3:18])([CH3:17])[CH3:16])[CH:10]=[CH:9][CH:8]=1. (3) Given the reactants Br[C:2]1[CH:3]=[C:4]([C:9]([NH:11][C:12]2[O:13][C:14]([C:17]3[O:18][CH:19]=[CH:20][CH:21]=3)=[N:15][N:16]=2)=[O:10])[CH:5]=[C:6]([F:8])[CH:7]=1.[CH2:22]([C:24]1[CH:29]=[CH:28][C:27]([C:30]2[CH:35]=[CH:34][C:33](B(O)O)=[CH:32][CH:31]=2)=[CH:26][CH:25]=1)[CH3:23], predict the reaction product. The product is: [CH2:22]([C:24]1[CH:29]=[CH:28][C:27]([C:30]2[CH:35]=[CH:34][C:33]([C:2]3[CH:7]=[C:6]([F:8])[CH:5]=[C:4]([C:9]([NH:11][C:12]4[O:13][C:14]([C:17]5[O:18][CH:19]=[CH:20][CH:21]=5)=[N:15][N:16]=4)=[O:10])[CH:3]=3)=[CH:32][CH:31]=2)=[CH:26][CH:25]=1)[CH3:23]. (4) Given the reactants [CH2:1]([N:5]1[C:14]([CH2:15][NH:16]C(=O)OC(C)(C)C)=[C:13]([C:24]2[CH:29]=[CH:28][CH:27]=[CH:26][CH:25]=2)[C:12]2[C:7](=[CH:8][CH:9]=[C:10]([S:30]([CH3:33])(=[O:32])=[O:31])[CH:11]=2)[C:6]1=[O:34])[CH:2]([CH3:4])[CH3:3].[ClH:35], predict the reaction product. The product is: [ClH:35].[NH2:16][CH2:15][C:14]1[N:5]([CH2:1][CH:2]([CH3:4])[CH3:3])[C:6](=[O:34])[C:7]2[C:12]([C:13]=1[C:24]1[CH:29]=[CH:28][CH:27]=[CH:26][CH:25]=1)=[CH:11][C:10]([S:30]([CH3:33])(=[O:32])=[O:31])=[CH:9][CH:8]=2. (5) Given the reactants [N:1]([C:4]1[CH:14]=[CH:13][C:7]([C:8]([O:10][CH2:11][CH3:12])=[O:9])=[CH:6][CH:5]=1)=[C:2]=[O:3].[NH2:15][C:16]1[CH:24]=[CH:23][C:19]2[N:20]=[CH:21][S:22][C:18]=2[CH:17]=1.[N-]=C=O, predict the reaction product. The product is: [CH2:11]([O:10][C:8](=[O:9])[C:7]1[CH:13]=[CH:14][C:4]([NH:1][C:2]([NH:15][C:16]2[CH:24]=[CH:23][C:19]3[N:20]=[CH:21][S:22][C:18]=3[CH:17]=2)=[O:3])=[CH:5][CH:6]=1)[CH3:12]. (6) Given the reactants CN(C)C=O.Cl[C:7]1[CH:14]=[CH:13][C:12]([N+:15]([O-:17])=[O:16])=[CH:11][C:8]=1[C:9]#[N:10].[CH2:18]([OH:23])[C:19]([CH3:22])([CH3:21])[CH3:20].[H-].[Na+], predict the reaction product. The product is: [CH2:18]([O:23][C:7]1[CH:14]=[CH:13][C:12]([N+:15]([O-:17])=[O:16])=[CH:11][C:8]=1[C:9]#[N:10])[C:19]([CH3:22])([CH3:21])[CH3:20]. (7) Given the reactants [C:1]([O:5][C:6](=[O:22])[NH:7][C:8]1[CH:13]=[CH:12][CH:11]=[C:10]([C:14]2[CH:19]=[CH:18][C:17]([CH2:20][NH2:21])=[CH:16][CH:15]=2)[N:9]=1)([CH3:4])([CH3:3])[CH3:2].CCN(CC)CC.[CH3:30][S:31](Cl)(=[O:33])=[O:32], predict the reaction product. The product is: [C:1]([O:5][C:6](=[O:22])[NH:7][C:8]1[CH:13]=[CH:12][CH:11]=[C:10]([C:14]2[CH:15]=[CH:16][C:17]([CH2:20][NH:21][S:31]([CH3:30])(=[O:33])=[O:32])=[CH:18][CH:19]=2)[N:9]=1)([CH3:4])([CH3:2])[CH3:3]. (8) Given the reactants [C:1]([O:6][CH2:7][CH3:8])(=S)[C:2]([NH2:4])=O.[OH2:9].[NH2:10][NH2:11].O.[N:13]1[CH:18]=[CH:17][C:16]([C:19](=O)[C:20]([O:22]CC)=O)=[CH:15][CH:14]=1, predict the reaction product. The product is: [O:22]=[C:20]1[C:19]([C:16]2[CH:17]=[CH:18][N:13]=[CH:14][CH:15]=2)=[N:11][NH:10][C:2]([C:1]([O:6][CH2:7][CH3:8])=[O:9])=[N:4]1. (9) Given the reactants [CH3:1][C@:2]1([NH:21][C:22]2[CH:27]=[N:26][C:25]([C:28]([F:31])([F:30])[F:29])=[CH:24][N:23]=2)[CH2:6][CH2:5][CH2:4][C@@H:3]1[NH:7][C:8]([C:10]1[C:15](N2N=CC=N2)=[CH:14][CH:13]=[CH:12][N:11]=1)=[O:9].[CH3:32][C@:33]1(NC2C=NC(C(F)(F)F)=CN=2)[CH2:37]CC[C@@H]1N.C1(C2C(C(O)=O)=NC=CC=2)CC1.C(N(CC)CC)C, predict the reaction product. The product is: [CH:37]1([C:15]2[C:10]([C:8]([NH:7][C@H:3]3[CH2:4][CH2:5][CH2:6][C@:2]3([CH3:1])[NH:21][C:22]3[CH:27]=[N:26][C:25]([C:28]([F:29])([F:31])[F:30])=[CH:24][N:23]=3)=[O:9])=[N:11][CH:12]=[CH:13][CH:14]=2)[CH2:33][CH2:32]1.